Dataset: Catalyst prediction with 721,799 reactions and 888 catalyst types from USPTO. Task: Predict which catalyst facilitates the given reaction. (1) Reactant: [Cl:1][CH2:2][CH2:3]Cl.[F:5][C:6]([F:20])([F:19])[C:7]1[CH:8]=[C:9](CO)C=[CH:11][C:12]=1[C:13]([F:16])([F:15])[F:14].S(Cl)(Cl)=O. Product: [F:5][C:6]([F:19])([F:20])[C:7]1[CH:8]=[CH:9][C:3]([CH2:2][Cl:1])=[CH:11][C:12]=1[C:13]([F:14])([F:15])[F:16]. The catalyst class is: 3. (2) Reactant: ClCCCl.CN([CH:8]=[O:9])C.P(Cl)(Cl)(Cl)=O.[NH:15]1[CH:19]=[CH:18][CH:17]=[C:16]1[C:20]([O:22][CH3:23])=[O:21]. Product: [CH:8]([C:19]1[NH:15][C:16]([C:20]([O:22][CH3:23])=[O:21])=[CH:17][CH:18]=1)=[O:9]. The catalyst class is: 68. (3) Reactant: [CH2:1]1[C@H:6](N)[C@@H:5](O[C@H]2O[C@H](CN)[C@@H](O)[C@H](O)[C@H]2O)[C@H:4](O)[C@@H:3](O[C@H]2O[C@H](CO)[C@@H](O)[C@H](N)[C@H]2O)[C@@H:2]1N.CC(S[C@@H]1[O:43][C@H:42](CO)[C@H:41]([OH:46])[C@H:42]([OH:43])[C@H:41]1[OH:46])C.[CH3:57][CH2:58][CH2:59][CH2:60][CH2:61][CH2:62][CH2:63][CH2:64][CH2:57][CH2:58][CH2:59][CH2:60][CH2:61][CH2:62][CH2:63][CH3:64].C=CC1C=CC=CC=1.O=C[C@@H]([C@H]([C@@H]([C@@H](CO)O)O)O)O. Product: [C:6]1([C@@H:41]([OH:46])[CH2:42][OH:43])[CH:5]=[CH:4][CH:3]=[CH:2][CH:1]=1.[CH2:64]=[CH:63][C:62]1[CH:57]=[CH:58][CH:59]=[CH:60][CH:61]=1. The catalyst class is: 192. (4) Reactant: Cl.[Cl:2][C:3]1[C:4]([F:32])=[C:5]([NH:9][C:10]2[C:19]3[C:14](=[CH:15][C:16]([O:30][CH3:31])=[C:17]([O:20][C@@H:21]4[CH2:25][NH:24][C@@H:23]([C:26]([O:28][CH3:29])=[O:27])[CH2:22]4)[CH:18]=3)[N:13]=[CH:12][N:11]=2)[CH:6]=[CH:7][CH:8]=1.C=O.[C:35]([BH3-])#N.[Na+].S([O-])([O-])(=O)=O.[Mg+2]. Product: [Cl:2][C:3]1[C:4]([F:32])=[C:5]([NH:9][C:10]2[C:19]3[C:14](=[CH:15][C:16]([O:30][CH3:31])=[C:17]([O:20][C@@H:21]4[CH2:25][N:24]([CH3:35])[C@@H:23]([C:26]([O:28][CH3:29])=[O:27])[CH2:22]4)[CH:18]=3)[N:13]=[CH:12][N:11]=2)[CH:6]=[CH:7][CH:8]=1. The catalyst class is: 5. (5) Reactant: [CH:1]1([N:11]2[CH2:16][CH2:15][CH:14]([N:17]3[C:21]4[CH:22]=[CH:23][CH:24]=[CH:25][C:20]=4[NH:19][C:18]3=[O:26])[CH2:13][CH2:12]2)[C:10]2[C:5](=[CH:6][CH:7]=[CH:8][CH:9]=2)[CH2:4][CH2:3][CH2:2]1.[H-].[Na+].Br[CH2:30][C:31]([O:33]CC)=O.[CH3:36][NH2:37].CO. Product: [CH:1]1([N:11]2[CH2:16][CH2:15][CH:14]([N:17]3[C:21]4[CH:22]=[CH:23][CH:24]=[CH:25][C:20]=4[N:19]([CH2:30][C:31]([NH:37][CH3:36])=[O:33])[C:18]3=[O:26])[CH2:13][CH2:12]2)[C:10]2[C:5](=[CH:6][CH:7]=[CH:8][CH:9]=2)[CH2:4][CH2:3][CH2:2]1. The catalyst class is: 7. (6) Reactant: [Cl:1][C:2]1[C:3]2[C:10]([I:11])=[CH:9][NH:8][C:4]=2[N:5]=[CH:6][N:7]=1.C[O:13][C:14]([C@H:16]1[CH2:19][C@@H:18](O)[CH2:17]1)=O.C1C=CC(P(C2C=CC=CC=2)C2C=CC=CC=2)=CC=1.CC(OC(/N=N/C(OC(C)C)=O)=O)C. Product: [Cl:1][C:2]1[C:3]2[C:10]([I:11])=[CH:9][N:8]([C@H:18]3[CH2:19][C@H:16]([CH2:14][OH:13])[CH2:17]3)[C:4]=2[N:5]=[CH:6][N:7]=1. The catalyst class is: 1. (7) Reactant: [N:1]([O-])=O.[Na+].[C:5]1([C:11]#[C:12][C:13]2[C:14]([C:19]([F:22])([F:21])[F:20])=[N:15][NH:16][C:17]=2[NH2:18])[CH:10]=[CH:9][CH:8]=[CH:7][CH:6]=1.[ClH:23]. Product: [Cl:23][C:12]1[C:11]([C:5]2[CH:10]=[CH:9][CH:8]=[CH:7][CH:6]=2)=[N:1][N:18]=[C:17]2[NH:16][N:15]=[C:14]([C:19]([F:21])([F:22])[F:20])[C:13]=12. The catalyst class is: 2. (8) Product: [CH2:1]([O:3][C:4](=[O:29])[CH2:5][C:6]1[N:7]=[C:8]([NH:11][C:12]([NH:14][C:15]2[CH:20]=[CH:19][C:18]([CH3:21])=[CH:17][C:16]=2[C:22]([CH:24]2[CH2:28][CH2:27][CH2:26][CH2:25]2)=[O:23])=[O:13])[S:9][C:10]=1[Cl:30])[CH3:2]. The catalyst class is: 291. Reactant: [CH2:1]([O:3][C:4](=[O:29])[CH2:5][C:6]1[N:7]=[C:8]([NH:11][C:12]([NH:14][C:15]2[CH:20]=[CH:19][C:18]([CH3:21])=[CH:17][C:16]=2[C:22]([CH:24]2[CH2:28][CH2:27][CH2:26][CH2:25]2)=[O:23])=[O:13])[S:9][CH:10]=1)[CH3:2].[Cl:30]N1C(=O)CCC1=O. (9) Product: [CH2:1]([O:3][C:4](=[O:17])[C:5]1[CH:10]=[C:9]([CH3:11])[N:8]=[C:7]([NH2:12])[CH:6]=1)[CH3:2]. Reactant: [CH2:1]([O:3][C:4](=[O:17])[C:5]1[CH:10]=[C:9]([CH3:11])[N:8]=[C:7]([NH:12]N=C(C)C)[CH:6]=1)[CH3:2].[H][H]. The catalyst class is: 319.